From a dataset of Full USPTO retrosynthesis dataset with 1.9M reactions from patents (1976-2016). Predict the reactants needed to synthesize the given product. (1) Given the product [Cl:12][C:8]1[N:7]=[C:6]([N:13]2[CH2:18][CH2:17][O:16][CH2:15][CH2:14]2)[C:5]2[C:10](=[CH:11][C:2]([C:28]3[CH:27]=[CH:26][CH:25]=[C:24]([S:21]([CH3:20])(=[O:23])=[O:22])[CH:29]=3)=[C:3]([F:19])[CH:4]=2)[N:9]=1, predict the reactants needed to synthesize it. The reactants are: Br[C:2]1[CH:11]=[C:10]2[C:5]([C:6]([N:13]3[CH2:18][CH2:17][O:16][CH2:15][CH2:14]3)=[N:7][C:8]([Cl:12])=[N:9]2)=[CH:4][C:3]=1[F:19].[CH3:20][S:21]([C:24]1[CH:25]=[C:26](B(O)O)[CH:27]=[CH:28][CH:29]=1)(=[O:23])=[O:22].C(=O)([O-])[O-].[Na+].[Na+].CN(C=O)C. (2) The reactants are: [CH3:1][S:2][C:3]1[NH:8][C:7](=[O:9])[CH:6]=[C:5]([C:10]([F:13])([F:12])[F:11])[N:4]=1.[Br:14]N1C(=O)CCC1=O.CCCCCC. Given the product [Br:14][C:6]1[C:7](=[O:9])[NH:8][C:3]([S:2][CH3:1])=[N:4][C:5]=1[C:10]([F:13])([F:11])[F:12], predict the reactants needed to synthesize it. (3) Given the product [CH2:1]([C:13]1[CH:14]=[C:15]([C:18]2[C:23]3=[N:24][S:25][N:26]=[C:22]3[C:21]([C:44]3[S:45][CH:46]=[C:42]([CH2:30][CH2:31][CH2:32][CH2:33][CH2:34][CH2:35][CH2:36][CH2:37][CH2:38][CH2:39][CH2:40][CH3:41])[CH:43]=3)=[C:20]([Cl:28])[C:19]=2[Cl:29])[S:16][CH:17]=1)[CH2:2][CH2:3][CH2:4][CH2:5][CH2:6][CH2:7][CH2:8][CH2:9][CH2:10][CH2:11][CH3:12], predict the reactants needed to synthesize it. The reactants are: [CH2:1]([C:13]1[CH:14]=[C:15]([C:18]2[C:23]3=[N:24][S:25][N:26]=[C:22]3[C:21](Br)=[C:20]([Cl:28])[C:19]=2[Cl:29])[S:16][CH:17]=1)[CH2:2][CH2:3][CH2:4][CH2:5][CH2:6][CH2:7][CH2:8][CH2:9][CH2:10][CH2:11][CH3:12].[CH2:30]([C:42]1[CH:43]=[C:44]([Sn](C)(C)C)[S:45][CH:46]=1)[CH2:31][CH2:32][CH2:33][CH2:34][CH2:35][CH2:36][CH2:37][CH2:38][CH2:39][CH2:40][CH3:41]. (4) Given the product [C:51]([C:50]1[CH:53]=[C:54]([C:57]2[O:61][N:60]=[C:59]([C:62]3[C:63]([CH3:72])=[C:64]4[C:69](=[CH:70][CH:71]=3)[CH2:68][N:67]([C:11](=[O:13])[CH2:10][CH2:9][N:8]([CH3:14])[C:6](=[O:7])[O:5][C:2]([CH3:1])([CH3:3])[CH3:4])[CH2:66][CH2:65]4)[N:58]=2)[CH:55]=[CH:56][C:49]=1[O:48][CH:46]([CH3:47])[CH3:45])#[N:52], predict the reactants needed to synthesize it. The reactants are: [CH3:1][C:2]([O:5][C:6]([N:8]([CH3:14])[CH2:9][CH2:10][C:11]([OH:13])=O)=[O:7])([CH3:4])[CH3:3].C(N1CCOCC1)C.C1C=C2N=NN(O)C2=CC=1.O.C(Cl)CCl.FC(F)(F)C(O)=O.[CH3:45][CH:46]([O:48][C:49]1[CH:56]=[CH:55][C:54]([C:57]2[O:61][N:60]=[C:59]([C:62]3[C:63]([CH3:72])=[C:64]4[C:69](=[CH:70][CH:71]=3)[CH2:68][NH:67][CH2:66][CH2:65]4)[N:58]=2)=[CH:53][C:50]=1[C:51]#[N:52])[CH3:47]. (5) Given the product [CH3:1][N:2]([CH3:27])[CH2:3][CH:4]([NH:12][C:13]1[C:22]2[C:17](=[C:18]([C:24]([NH2:26])=[O:25])[CH:19]=[C:20]([O:23][CH2:34][CH3:35])[CH:21]=2)[N:16]=[CH:15][N:14]=1)[C:5]1[CH:10]=[CH:9][CH:8]=[C:7]([F:11])[CH:6]=1, predict the reactants needed to synthesize it. The reactants are: [CH3:1][N:2]([CH3:27])[CH2:3][CH:4]([NH:12][C:13]1[C:22]2[C:17](=[C:18]([C:24]([NH2:26])=[O:25])[CH:19]=[C:20]([OH:23])[CH:21]=2)[N:16]=[CH:15][N:14]=1)[C:5]1[CH:10]=[CH:9][CH:8]=[C:7]([F:11])[CH:6]=1.C([O-])([O-])=O.[Cs+].[Cs+].[CH2:34](Br)[CH3:35].